This data is from Reaction yield outcomes from USPTO patents with 853,638 reactions. The task is: Predict the reaction yield, written as a fraction of the theoretical maximum amount of product (1.0 means a 100% yield; for example, 0.34 means a 34% yield). The product is [O:30]1[CH2:35][CH2:34][CH2:33][CH2:32][CH:31]1[O:18][CH:19]1[CH2:20][CH2:21][CH:22]([C:25]([O:27][CH2:28][CH3:29])=[O:26])[CH2:23][CH2:24]1. The yield is 0.850. The reactants are [NH+]1C=CC=CC=1.C1(C)C=CC(S([O-])(=O)=O)=CC=1.[OH:18][CH:19]1[CH2:24][CH2:23][CH:22]([C:25]([O:27][CH2:28][CH3:29])=[O:26])[CH2:21][CH2:20]1.[O:30]1[CH:35]=[CH:34][CH2:33][CH2:32][CH2:31]1. The catalyst is C(Cl)Cl.